Dataset: Forward reaction prediction with 1.9M reactions from USPTO patents (1976-2016). Task: Predict the product of the given reaction. Given the reactants Cl[C:2]1[N:10]=[CH:9][N:8]=[C:7]2[C:3]=1[N:4]=[CH:5][N:6]2[C@H:11]1[C@@H:15]([OH:16])[C@H:14]([OH:17])[CH2:13][S:12]1.[F:18][C:19]1[CH:20]=[C:21]([CH:24]=[CH:25][CH:26]=1)[CH2:22][NH2:23], predict the reaction product. The product is: [F:18][C:19]1[CH:20]=[C:21]([CH:24]=[CH:25][CH:26]=1)[CH2:22][NH:23][C:2]1[N:10]=[CH:9][N:8]=[C:7]2[C:3]=1[N:4]=[CH:5][N:6]2[C@H:11]1[C@H:15]([OH:16])[C@H:14]([OH:17])[CH2:13][S:12]1.